This data is from Forward reaction prediction with 1.9M reactions from USPTO patents (1976-2016). The task is: Predict the product of the given reaction. (1) Given the reactants [NH2:1][C:2]1[S:3][CH:4]=[C:5]([C:7]2[CH:16]=[CH:15][C:14]3[C:9](=[CH:10][CH:11]=[CH:12][CH:13]=3)[CH:8]=2)[N:6]=1.[CH3:17][O:18][C:19]1[CH:20]=[C:21]2[C:26](=[O:27])[O:25][C:23](=[O:24])[C:22]2=[CH:28][C:29]=1[O:30][CH3:31], predict the reaction product. The product is: [CH3:31][O:30][C:29]1[C:19]([O:18][CH3:17])=[CH:20][C:21]([C:26]([OH:27])=[O:25])=[C:22]([C:23]([NH:1][C:2]2[S:3][CH:4]=[C:5]([C:7]3[CH:16]=[CH:15][C:14]4[C:9](=[CH:10][CH:11]=[CH:12][CH:13]=4)[CH:8]=3)[N:6]=2)=[O:24])[CH:28]=1. (2) Given the reactants [CH:1]1([N:6]2[C:10]3[N:11]=[C:12]([NH:16][CH:17]([CH2:26][CH2:27]O)[CH2:18][C:19]4[N:24]=[CH:23][C:22]([CH3:25])=[CH:21][N:20]=4)[NH:13][C:14](=[O:15])[C:9]=3[CH:8]=[N:7]2)[CH2:5][CH2:4][CH2:3][CH2:2]1.[H-].[Na+].CC1C=CC(S(Cl)(=O)=O)=CC=1.O, predict the reaction product. The product is: [CH:1]1([N:6]2[C:10]3[NH:11][C:12]4[N:13]([CH2:27][CH2:26][CH:17]([CH2:18][C:19]5[N:20]=[CH:21][C:22]([CH3:25])=[CH:23][N:24]=5)[N:16]=4)[C:14](=[O:15])[C:9]=3[CH:8]=[N:7]2)[CH2:2][CH2:3][CH2:4][CH2:5]1. (3) Given the reactants [CH3:1][C:2]([CH3:21])([CH3:20])[CH2:3][N:4]1[C:12]2[C:7](=[N:8][C:9]([C@H:13]([CH2:15][CH2:16]O)[CH3:14])=[CH:10][CH:11]=2)[N:6]([CH3:18])[C:5]1=[O:19].C(N(CC)CC)C.CS(Cl)(=O)=O.[N-:34]=[N+:35]=[N-:36].[Na+], predict the reaction product. The product is: [N:34]([CH2:16][CH2:15][C@@H:13]([C:9]1[N:8]=[C:7]2[N:6]([CH3:18])[C:5](=[O:19])[N:4]([CH2:3][C:2]([CH3:21])([CH3:20])[CH3:1])[C:12]2=[CH:11][CH:10]=1)[CH3:14])=[N+:35]=[N-:36]. (4) Given the reactants C([O:3][C:4](=[O:35])[CH2:5][N:6]1[C:14]2[C:9](=[CH:10][CH:11]=[C:12]([O:15][CH2:16][CH2:17][CH2:18][C:19]3[N:20]([CH3:34])[N:21]=[C:22]([C:24]4[CH:29]=[CH:28][C:27]([C:30]([F:33])([F:32])[F:31])=[CH:26][CH:25]=4)[CH:23]=3)[CH:13]=2)[CH:8]=[CH:7]1)C.[Li+].[OH-], predict the reaction product. The product is: [CH3:34][N:20]1[C:19]([CH2:18][CH2:17][CH2:16][O:15][C:12]2[CH:13]=[C:14]3[C:9]([CH:8]=[CH:7][N:6]3[CH2:5][C:4]([OH:35])=[O:3])=[CH:10][CH:11]=2)=[CH:23][C:22]([C:24]2[CH:25]=[CH:26][C:27]([C:30]([F:33])([F:32])[F:31])=[CH:28][CH:29]=2)=[N:21]1. (5) Given the reactants [C:1]([OH:9])(=O)[C:2]1[CH:7]=[CH:6][CH:5]=[CH:4][CH:3]=1.C(C1NC=CN=1)(C1NC=CN=1)=O.O/[N:23]=[C:24](\[NH2:42])/[C:25]1[CH:30]=[CH:29][C:28]([C:31]2[NH:35][C:34]3[CH:36]=[CH:37][C:38]([O:40][CH3:41])=[CH:39][C:33]=3[N:32]=2)=[CH:27][CH:26]=1, predict the reaction product. The product is: [CH3:41][O:40][C:38]1[CH:37]=[CH:36][C:34]2[NH:35][C:31]([C:28]3[CH:27]=[CH:26][C:25]([C:24]4[N:42]=[C:1]([C:2]5[CH:3]=[CH:4][CH:5]=[CH:6][CH:7]=5)[O:9][N:23]=4)=[CH:30][CH:29]=3)=[N:32][C:33]=2[CH:39]=1. (6) Given the reactants C(OC[C@@H](OC(C)(C)C)C1C(C2C=CC(Cl)=CC=2)=C2C(=CC=1C)N=C(N1CCOCC1)C=C2)(=[O:6])C(C)(C)C.[C:39]([O:43][C@@H:44]([C:47]1[C:48]([C:61]2[CH:66]=[CH:65][C:64]([Cl:67])=[CH:63][CH:62]=2)=[C:49]2[C:54](=[CH:55][C:56]=1[CH3:57])[N:53]1[CH:58]=[N:59][N:60]=[C:52]1[CH:51]=[CH:50]2)[CH2:45][OH:46])([CH3:42])([CH3:41])[CH3:40].C(O[C@@H](C1C(C2C=CC(Cl)=CC=2)=C2C(=CC=1C)N=C(N1CCOCC1)C=C2)CO)(C)(C)C, predict the reaction product. The product is: [C:39]([O:43][C@@H:44]([C:47]1[C:48]([C:61]2[CH:66]=[CH:65][C:64]([Cl:67])=[CH:63][CH:62]=2)=[C:49]2[C:54](=[CH:55][C:56]=1[CH3:57])[N:53]1[CH:58]=[N:59][N:60]=[C:52]1[CH:51]=[CH:50]2)[C:45]([OH:6])=[O:46])([CH3:42])([CH3:40])[CH3:41].